This data is from Catalyst prediction with 721,799 reactions and 888 catalyst types from USPTO. The task is: Predict which catalyst facilitates the given reaction. (1) Reactant: [C:1]1([CH2:7][C:8]#[N:9])[CH:6]=[CH:5][CH:4]=[CH:3][CH:2]=1.Cl.[NH2:11][OH:12].C(N(CC)CC)C. Product: [OH:12][NH:11][C:8](=[NH:9])[CH2:7][C:1]1[CH:6]=[CH:5][CH:4]=[CH:3][CH:2]=1. The catalyst class is: 8. (2) Reactant: O[CH2:2][CH2:3][CH2:4][C@@H:5]1[CH2:10][N:9]([C:11]([O:13][CH2:14][C:15]2[CH:20]=[CH:19][CH:18]=[CH:17][CH:16]=2)=[O:12])[CH2:8][CH2:7][N:6]1C(OC(C)(C)C)=O.[CH3:28][C:29]1[NH:33][N:32]=[C:31]([C:34]([O:36][CH2:37][CH3:38])=[O:35])[CH:30]=1.C(P(C(C)(C)C)C(C)(C)C)(C)(C)C.C1CCN(C(N=NC(N2CCCCC2)=O)=O)CC1.C(=O)([O-])O.[Na+]. Product: [CH2:37]([O:36][C:34]([C:31]1[N:32]([CH2:2][CH2:3][CH2:4][C@H:5]2[NH:6][CH2:7][CH2:8][N:9]([C:11]([O:13][CH2:14][C:15]3[CH:16]=[CH:17][CH:18]=[CH:19][CH:20]=3)=[O:12])[CH2:10]2)[N:33]=[C:29]([CH3:28])[CH:30]=1)=[O:35])[CH3:38]. The catalyst class is: 11. (3) The catalyst class is: 4. Product: [C:12]([C:16]1[CH:21]=[CH:20][C:19]([N:22]2[C:26]([CH3:27])=[C:25]([C:28]([NH:22][C:26]3[CH:7]=[N:8][C:11]([CH:16]4[CH2:21][CH2:20][C:19]5([O:5][CH2:1][CH2:2][O:3]5)[CH2:18][CH2:17]4)=[CH:24][CH:25]=3)=[O:30])[CH:24]=[N:23]2)=[CH:18][CH:17]=1)([CH3:14])([CH3:15])[CH3:13]. Reactant: [C:1](Cl)(=[O:5])[C:2](Cl)=[O:3].[CH3:7][N:8]([CH3:11])C=O.[C:12]([C:16]1[CH:21]=[CH:20][C:19]([N:22]2[C:26]([CH3:27])=[C:25]([C:28]([OH:30])=O)[CH:24]=[N:23]2)=[CH:18][CH:17]=1)([CH3:15])([CH3:14])[CH3:13]. (4) Reactant: [CH:1]([C:3]1[CH:8]=[CH:7][C:6]([CH2:9][N:10]2[CH2:15][CH2:14][N:13]([C:16]3[C:21]([C:22]([O:24][CH:25]([CH3:27])[CH3:26])=[O:23])=[CH:20][CH:19]=[CH:18][N:17]=3)[CH2:12][CH2:11]2)=[CH:5][CH:4]=1)=O.[Cl:28][C:29]1[CH:34]=[CH:33][CH:32]=[C:31]([F:35])[C:30]=1[CH2:36][NH:37][CH2:38][CH3:39].C(O)(=O)C.C(O[BH-](OC(=O)C)OC(=O)C)(=O)C.[Na+]. Product: [Cl:28][C:29]1[CH:34]=[CH:33][CH:32]=[C:31]([F:35])[C:30]=1[CH2:36][N:37]([CH2:1][C:3]1[CH:4]=[CH:5][C:6]([CH2:9][N:10]2[CH2:15][CH2:14][N:13]([C:16]3[C:21]([C:22]([O:24][CH:25]([CH3:27])[CH3:26])=[O:23])=[CH:20][CH:19]=[CH:18][N:17]=3)[CH2:12][CH2:11]2)=[CH:7][CH:8]=1)[CH2:38][CH3:39]. The catalyst class is: 417. (5) Reactant: [NH2:1][C:2]1[CH:3]=[CH:4][C:5]([C:12]#[N:13])=[C:6]([C:8]([F:11])([F:10])[F:9])[CH:7]=1.[C:14](Cl)(Cl)=[O:15].C1(C)C=CC=CC=1.[OH-].[Na+]. Product: [N:1]([C:2]1[CH:3]=[CH:4][C:5]([C:12]#[N:13])=[C:6]([C:8]([F:9])([F:10])[F:11])[CH:7]=1)=[C:14]=[O:15]. The catalyst class is: 13. (6) Reactant: [CH3:1][C:2]1[C:7]([N+:8]([O-:10])=[O:9])=[CH:6][N:5]=[C:4]([C:11]([O:13][CH2:14][CH3:15])=[O:12])[CH:3]=1.CO[CH:18](OC)[N:19]([CH3:21])[CH3:20]. Product: [CH3:18][N:19]([CH3:21])/[CH:20]=[CH:1]/[C:2]1[C:7]([N+:8]([O-:10])=[O:9])=[CH:6][N:5]=[C:4]([C:11]([O:13][CH2:14][CH3:15])=[O:12])[CH:3]=1. The catalyst class is: 3.